This data is from Catalyst prediction with 721,799 reactions and 888 catalyst types from USPTO. The task is: Predict which catalyst facilitates the given reaction. (1) Reactant: C(OC([N:8]([C:16]1[CH2:22][C:21]([C:23](=[O:28])[NH:24][CH:25]([CH3:27])[CH3:26])=[CH:20][C:19]2[CH:29]=[C:30]([C:33]3[CH:38]=[CH:37][C:36]([C:39]([N:41]4[CH2:45][CH2:44][CH2:43][CH2:42]4)=[O:40])=[CH:35][CH:34]=3)[CH:31]=[CH:32][C:18]=2[N:17]=1)C(OC(C)(C)C)=O)=O)(C)(C)C.FC(F)(F)C(O)=O. Product: [NH2:8][C:16]1[CH2:22][C:21]([C:23]([NH:24][CH:25]([CH3:27])[CH3:26])=[O:28])=[CH:20][C:19]2[CH:29]=[C:30]([C:33]3[CH:34]=[CH:35][C:36]([C:39]([N:41]4[CH2:45][CH2:44][CH2:43][CH2:42]4)=[O:40])=[CH:37][CH:38]=3)[CH:31]=[CH:32][C:18]=2[N:17]=1. The catalyst class is: 2. (2) Reactant: FC(F)(F)C(O)=O.[NH2:8][C:9]1[N:18]=[C:17]([C:19]([N:21]2[CH2:29][C:28]3[C:23](=[CH:24][CH:25]=[CH:26][CH:27]=3)[CH2:22]2)=[O:20])[C:16]2[C:11](=[CH:12][CH:13]=[C:14]([CH:30]([C:41]([O:43][CH2:44][CH3:45])=[O:42])[CH2:31][C:32](=[CH2:40])[C:33]([O:35]C(C)(C)C)=[O:34])[CH:15]=2)[N:10]=1. Product: [CH2:44]([O:43][C:41](=[O:42])[CH:30]([C:14]1[CH:15]=[C:16]2[C:11](=[CH:12][CH:13]=1)[N:10]=[C:9]([NH2:8])[N:18]=[C:17]2[C:19]([N:21]1[CH2:29][C:28]2[C:23](=[CH:24][CH:25]=[CH:26][CH:27]=2)[CH2:22]1)=[O:20])[CH2:31][C:32](=[CH2:40])[C:33]([OH:35])=[O:34])[CH3:45]. The catalyst class is: 4. (3) Reactant: C[O:2][C:3]1[CH:4]=[C:5]([C:9]2[C:10]3[S:17][CH:16]=[CH:15][C:11]=3[N:12]([CH3:14])[N:13]=2)[CH:6]=[CH:7][CH:8]=1.B(Br)(Br)Br. Product: [CH3:14][N:12]1[C:11]2[CH:15]=[CH:16][S:17][C:10]=2[C:9]([C:5]2[CH:4]=[C:3]([OH:2])[CH:8]=[CH:7][CH:6]=2)=[N:13]1. The catalyst class is: 4. (4) Reactant: [CH3:1][C:2]1[N:3]=[N:4][N:5]([CH2:7][C:8]2[CH:13]=[C:12]([C:14]([F:17])([F:16])[F:15])[CH:11]=[CH:10][C:9]=2/[CH:18]=[CH:19]/[C:20]([OH:22])=O)[N:6]=1.[CH3:23][C:24]1[O:25][C:26]([C@@H:29]2[CH2:34][CH2:33][CH2:32][CH2:31][NH:30]2)=[N:27][N:28]=1.CCN(C(C)C)C(C)C.C(P1(=O)OP(CCC)(=O)OP(CCC)(=O)O1)CC. Product: [CH3:23][C:24]1[O:25][C:26]([C@@H:29]2[CH2:34][CH2:33][CH2:32][CH2:31][N:30]2[C:20](=[O:22])/[CH:19]=[CH:18]/[C:9]2[CH:10]=[CH:11][C:12]([C:14]([F:15])([F:16])[F:17])=[CH:13][C:8]=2[CH2:7][N:5]2[N:4]=[N:3][C:2]([CH3:1])=[N:6]2)=[N:27][N:28]=1. The catalyst class is: 3. (5) Reactant: Br[C:2]1[CH:3]=[C:4]2[C:9]([NH:10][C@@H:11]3[CH2:16][CH2:15][N:14]([S:17]([CH3:20])(=[O:19])=[O:18])[CH2:13][C@H:12]3[CH2:21][CH3:22])=[C:8]([C:23]([NH2:25])=[O:24])[CH:7]=[N:6][N:5]2[CH:26]=1.CC1(C)C(C)(C)OB([C:35]2[CH:36]=[N:37][N:38]([CH2:40][CH2:41][C:42]#[N:43])[CH:39]=2)O1.P([O-])([O-])([O-])=O.[K+].[K+].[K+]. Product: [C:42]([CH2:41][CH2:40][N:38]1[CH:39]=[C:35]([C:2]2[CH:3]=[C:4]3[C:9]([NH:10][C@@H:11]4[CH2:16][CH2:15][N:14]([S:17]([CH3:20])(=[O:19])=[O:18])[CH2:13][C@H:12]4[CH2:21][CH3:22])=[C:8]([C:23]([NH2:25])=[O:24])[CH:7]=[N:6][N:5]3[CH:26]=2)[CH:36]=[N:37]1)#[N:43]. The catalyst class is: 819. (6) Reactant: [C:1]1([NH:7][C:8]2[CH:13]=[CH:12][CH:11]=[CH:10][CH:9]=2)[CH:6]=[CH:5][CH:4]=[CH:3][CH:2]=1.[F:14][C:15]([S:18]([OH:21])(=[O:20])=[O:19])([F:17])[F:16]. Product: [O-:21][S:18]([C:15]([F:17])([F:16])[F:14])(=[O:20])=[O:19].[C:8]1([NH2+:7][C:1]2[CH:2]=[CH:3][CH:4]=[CH:5][CH:6]=2)[CH:9]=[CH:10][CH:11]=[CH:12][CH:13]=1. The catalyst class is: 11. (7) Reactant: C(O)C.C(Cl)(=O)C.[CH3:8][O:9][C:10]([C:12]1[CH:17]=[CH:16][C:15]([C@@H:18]([NH:20][C:21]([C@H:23]2[CH2:32][C:31]3[C:26](=[CH:27][CH:28]=[CH:29][CH:30]=3)[CH2:25][N:24]2C(OC(C)(C)C)=O)=[O:22])[CH3:19])=[CH:14][CH:13]=1)=[O:11]. Product: [CH2:25]1[C:26]2[C:31](=[CH:30][CH:29]=[CH:28][CH:27]=2)[CH2:32][C@H:23]([C:21]([NH:20][C@H:18]([C:15]2[CH:14]=[CH:13][C:12]([C:10]([O:9][CH3:8])=[O:11])=[CH:17][CH:16]=2)[CH3:19])=[O:22])[NH:24]1. The catalyst class is: 13. (8) Reactant: [F:1][C:2]([F:33])([F:32])[C:3]1[NH:31][C:6]2=[N:7][CH:8]=[CH:9][C:10]([C:11]3[N:16]=[CH:15][C:14]([S:17]([NH:20][CH2:21][CH2:22][NH:23][C:24](=[O:30])[O:25]C(C)(C)C)(=[O:19])=[O:18])=[CH:13][CH:12]=3)=[C:5]2[CH:4]=1.FC(F)(F)C(O)=O. Product: [CH:24]([OH:30])=[O:25].[NH2:23][CH2:22][CH2:21][NH:20][S:17]([C:14]1[CH:15]=[N:16][C:11]([C:10]2[CH:9]=[CH:8][N:7]=[C:6]3[NH:31][C:3]([C:2]([F:1])([F:32])[F:33])=[CH:4][C:5]=23)=[CH:12][CH:13]=1)(=[O:19])=[O:18]. The catalyst class is: 2.